This data is from Forward reaction prediction with 1.9M reactions from USPTO patents (1976-2016). The task is: Predict the product of the given reaction. (1) Given the reactants C[O:2][C:3](=O)[C:4]([C:13]1[CH:18]=[CH:17][C:16]([N+:19]([O-])=O)=[CH:15][C:14]=1[N+:22]([O-])=[O:23])([C:9]([F:12])([F:11])[F:10])[C:5]([F:8])([F:7])[F:6], predict the reaction product. The product is: [NH2:19][C:16]1[CH:15]=[C:14]2[C:13]([C:4]([C:9]([F:12])([F:10])[F:11])([C:5]([F:8])([F:7])[F:6])[C:3](=[O:2])[N:22]2[OH:23])=[CH:18][CH:17]=1. (2) The product is: [Cl:22][C:5]1[C:6]([O:7][C:8]2[CH:20]=[CH:19][CH:18]=[CH:17][C:9]=2[O:10][CH2:11][C:12]([O:14][CH2:15][CH3:16])=[O:13])=[CH:21][C:2]([N:1]=[C:25]=[O:26])=[C:3]([F:23])[CH:4]=1. Given the reactants [NH2:1][C:2]1[C:3]([F:23])=[CH:4][C:5]([Cl:22])=[C:6]([CH:21]=1)[O:7][C:8]1[CH:20]=[CH:19][CH:18]=[CH:17][C:9]=1[O:10][CH2:11][C:12]([O:14][CH2:15][CH3:16])=[O:13].Cl[C:25](OC(Cl)(Cl)Cl)=[O:26], predict the reaction product. (3) Given the reactants Br[C:2]1[CH:31]=[CH:30][C:5]([C:6]([CH:8]2[CH2:13][CH2:12][N:11]([C:14](=[O:29])[CH2:15][CH2:16][CH2:17][C:18]3[NH:27][C:26](=[O:28])[C:25]4[C:20](=[CH:21][CH:22]=[CH:23][CH:24]=4)[N:19]=3)[CH2:10][CH2:9]2)=[O:7])=[CH:4][CH:3]=1.[CH2:32]([N:34]1[CH:38]=[C:37](B2OC(C)(C)C(C)(C)O2)[CH:36]=[N:35]1)[CH3:33].C(=O)([O-])[O-].[Cs+].[Cs+], predict the reaction product. The product is: [CH2:32]([N:34]1[CH:38]=[C:37]([C:2]2[CH:3]=[CH:4][C:5]([C:6]([CH:8]3[CH2:9][CH2:10][N:11]([C:14](=[O:29])[CH2:15][CH2:16][CH2:17][C:18]4[NH:27][C:26](=[O:28])[C:25]5[C:20](=[CH:21][CH:22]=[CH:23][CH:24]=5)[N:19]=4)[CH2:12][CH2:13]3)=[O:7])=[CH:30][CH:31]=2)[CH:36]=[N:35]1)[CH3:33]. (4) Given the reactants C([O:3][C:4](=O)[CH:5]([N:12]1[C:16]2[CH:17]=[C:18]([F:22])[C:19]([F:21])=[CH:20][C:15]=2[N:14]=[C:13]1[C:23]1[CH:28]=[CH:27][C:26]([Cl:29])=[CH:25][CH:24]=1)[CH:6]1[CH2:11][CH2:10][CH2:9][CH2:8][CH2:7]1)C.[H-].[Al+3].[Li+].[H-].[H-].[H-].C(OCC)(=O)C, predict the reaction product. The product is: [Cl:29][C:26]1[CH:27]=[CH:28][C:23]([C:13]2[N:12]([CH:5]([CH:6]3[CH2:7][CH2:8][CH2:9][CH2:10][CH2:11]3)[CH2:4][OH:3])[C:16]3[CH:17]=[C:18]([F:22])[C:19]([F:21])=[CH:20][C:15]=3[N:14]=2)=[CH:24][CH:25]=1. (5) Given the reactants [Br:1]N1C(=O)CCC1=O.[NH2:9][C:10]1[C:15]([F:16])=[C:14]([C:17]2[CH:22]=[CH:21][C:20]([Cl:23])=[C:19]([O:24][CH3:25])[C:18]=2[F:26])[N:13]=[C:12]([C:27]([O:29][CH2:30][C:31]2[CH:36]=[CH:35][CH:34]=[CH:33][CH:32]=2)=[O:28])[CH:11]=1, predict the reaction product. The product is: [NH2:9][C:10]1[C:15]([F:16])=[C:14]([C:17]2[CH:22]=[CH:21][C:20]([Cl:23])=[C:19]([O:24][CH3:25])[C:18]=2[F:26])[N:13]=[C:12]([C:27]([O:29][CH2:30][C:31]2[CH:32]=[CH:33][CH:34]=[CH:35][CH:36]=2)=[O:28])[C:11]=1[Br:1]. (6) Given the reactants [CH3:1][O:2][C:3]1[CH:12]=[C:11]2[C:6]([C:7](S(C3C=CC=CC=3)=O)=[CH:8][CH:9]=[N:10]2)=[CH:5][CH:4]=1.C1([Mg]Cl)C=CC=CC=1.[N+:29]([C:32]1[CH:39]=[CH:38][C:35]([CH:36]=[O:37])=[CH:34][CH:33]=1)([O-:31])=[O:30], predict the reaction product. The product is: [CH3:1][O:2][C:3]1[CH:12]=[C:11]2[C:6]([C:7]([CH:36]([C:35]3[CH:34]=[CH:33][C:32]([N+:29]([O-:31])=[O:30])=[CH:39][CH:38]=3)[OH:37])=[CH:8][CH:9]=[N:10]2)=[CH:5][CH:4]=1. (7) Given the reactants [Br-:1].[F:2][C:3]1[CH:8]=[CH:7][C:6]([CH2:9][CH:10]2[CH2:15][CH2:14][N+:13]3([CH2:23][C:22]4[C:17](=[CH:18][CH:19]=[CH:20][C:21]=4[N+:24]([O-])=O)[CH2:16]3)[CH2:12][CH2:11]2)=[CH:5][CH:4]=1.[Cl-].[Ca+2].[Cl-], predict the reaction product. The product is: [Br-:1].[NH2:24][C:21]1[CH:20]=[CH:19][CH:18]=[C:17]2[C:22]=1[CH2:23][N+:13]1([CH2:16]2)[CH2:12][CH2:11][CH:10]([CH2:9][C:6]2[CH:7]=[CH:8][C:3]([F:2])=[CH:4][CH:5]=2)[CH2:15][CH2:14]1. (8) Given the reactants C(O[C:6]([N:8](C)[C@H:9]([C:13]([NH:15][C@H:16]([C:20]([N:22]([C@@H:24]([C@@H:61]([CH3:64])[CH2:62][CH3:63])[C@H:25]([O:59][CH3:60])[CH2:26][C:27]([N:29]1[CH2:33][CH2:32][CH2:31][C@H:30]1[C@H:34]([O:57][CH3:58])[C@@H:35]([CH3:56])[C:36]([NH:38][C@@H:39]([CH2:49][C:50]1[CH:55]=[CH:54][CH:53]=[CH:52][CH:51]=1)[CH2:40][O:41][CH2:42][C:43]1[CH:48]=[CH:47][CH:46]=[CH:45][CH:44]=1)=[O:37])=[O:28])[CH3:23])=[O:21])[CH:17]([CH3:19])[CH3:18])=[O:14])[CH:10]([CH3:12])[CH3:11])=O)(C)(C)C.[C:66]([OH:72])([C:68]([F:71])([F:70])[F:69])=[O:67], predict the reaction product. The product is: [F:69][C:68]([F:71])([F:70])[C:66]([OH:72])=[O:67].[CH3:6][NH:8][C@H:9]([C:13]([NH:15][C@H:16]([C:20]([N:22]([C@@H:24]([C@@H:61]([CH3:64])[CH2:62][CH3:63])[C@H:25]([O:59][CH3:60])[CH2:26][C:27]([N:29]1[CH2:33][CH2:32][CH2:31][C@H:30]1[C@H:34]([O:57][CH3:58])[C@@H:35]([CH3:56])[C:36]([NH:38][C@@H:39]([CH2:49][C:50]1[CH:51]=[CH:52][CH:53]=[CH:54][CH:55]=1)[CH2:40][O:41][CH2:42][C:43]1[CH:48]=[CH:47][CH:46]=[CH:45][CH:44]=1)=[O:37])=[O:28])[CH3:23])=[O:21])[CH:17]([CH3:18])[CH3:19])=[O:14])[CH:10]([CH3:12])[CH3:11]. (9) Given the reactants [CH2:1]([O:8][C:9]1[C:10]([CH:19]([O:24][C:25]([CH3:28])([CH3:27])[CH3:26])[C:20]([O:22]C)=[O:21])=[CH:11][C:12]2[C:17]([CH:18]=1)=[CH:16][CH:15]=[CH:14][CH:13]=2)[C:2]1[CH:7]=[CH:6][CH:5]=[CH:4][CH:3]=1.[OH-].[K+], predict the reaction product. The product is: [CH2:1]([O:8][C:9]1[C:10]([CH:19]([O:24][C:25]([CH3:28])([CH3:27])[CH3:26])[C:20]([OH:22])=[O:21])=[CH:11][C:12]2[C:17]([CH:18]=1)=[CH:16][CH:15]=[CH:14][CH:13]=2)[C:2]1[CH:3]=[CH:4][CH:5]=[CH:6][CH:7]=1.